This data is from Full USPTO retrosynthesis dataset with 1.9M reactions from patents (1976-2016). The task is: Predict the reactants needed to synthesize the given product. (1) Given the product [CH3:9][O:10][C:11]([C:13]1[S:14][C:15]([C:35]#[C:36][C:37]([CH3:40])([CH3:39])[CH3:38])=[CH:16][C:17]=1[N:18]([C:26]([C@@H:28]1[CH2:33][CH2:32][C:31]([CH3:34])=[CH:30][CH2:29]1)=[O:27])[CH:19]1[CH2:20][CH2:21][C:22]2([O:25][CH2:2]2)[CH2:23][CH2:24]1)=[O:12], predict the reactants needed to synthesize it. The reactants are: [Cl-].[CH3:2][S+](C)(C)=O.[H-].[Na+].[CH3:9][O:10][C:11]([C:13]1[S:14][C:15]([C:35]#[C:36][C:37]([CH3:40])([CH3:39])[CH3:38])=[CH:16][C:17]=1[N:18]([C:26]([C@@H:28]1[CH2:33][CH2:32][C:31]([CH3:34])=[CH:30][CH2:29]1)=[O:27])[CH:19]1[CH2:24][CH2:23][C:22](=[O:25])[CH2:21][CH2:20]1)=[O:12].C(O)(=O)CC(CC(O)=O)(C(O)=O)O. (2) Given the product [N:12]1[CH:17]=[CH:16][CH:15]=[CH:14][C:13]=1[N:18]1[CH2:23][CH2:22][N:21]([C:24]2[CH:25]=[C:26]([NH:30][C:9]([C:7]3[O:8][C:4]([N+:1]([O-:3])=[O:2])=[CH:5][CH:6]=3)=[O:10])[CH:27]=[CH:28][CH:29]=2)[CH2:20][CH2:19]1, predict the reactants needed to synthesize it. The reactants are: [N+:1]([C:4]1[O:8][C:7]([C:9](Cl)=[O:10])=[CH:6][CH:5]=1)([O-:3])=[O:2].[N:12]1[CH:17]=[CH:16][CH:15]=[CH:14][C:13]=1[N:18]1[CH2:23][CH2:22][N:21]([C:24]2[CH:25]=[C:26]([NH2:30])[CH:27]=[CH:28][CH:29]=2)[CH2:20][CH2:19]1.CCN(CC)CC. (3) Given the product [F:16][C:15]([F:17])([F:18])[CH:14]1[CH:13]2[CH2:19][CH:10]([CH2:11][CH2:12]2)[CH:9]1[C:7]([OH:8])=[O:6], predict the reactants needed to synthesize it. The reactants are: FC(F)(F)C([O:6][C:7]([CH:9]1[CH:14]([C:15]([F:18])([F:17])[F:16])[CH:13]2[CH2:19][CH:10]1[CH2:11][CH2:12]2)=[O:8])(C)C.OS(O)(=O)=O. (4) Given the product [F:34][C:16]([F:15])([F:33])[C:17]([C:19]1[S:23][C:22]([C:24]2[CH:25]=[C:26]([CH:30]=[CH:31][CH:32]=2)[C:27]([N:4]2[CH2:3][CH2:2][N:1]([C:7]3[CH:14]=[CH:13][C:10]([C:11]#[N:12])=[CH:9][N:8]=3)[CH2:6][CH2:5]2)=[O:28])=[CH:21][CH:20]=1)=[O:18], predict the reactants needed to synthesize it. The reactants are: [N:1]1([C:7]2[CH:14]=[CH:13][C:10]([C:11]#[N:12])=[CH:9][N:8]=2)[CH2:6][CH2:5][NH:4][CH2:3][CH2:2]1.[F:15][C:16]([F:34])([F:33])[C:17]([C:19]1[S:23][C:22]([C:24]2[CH:25]=[C:26]([CH:30]=[CH:31][CH:32]=2)[C:27](O)=[O:28])=[CH:21][CH:20]=1)=[O:18]. (5) Given the product [Br:1][C:2]1[CH:3]=[C:4]([CH:27]=[CH:28][CH:29]=1)[CH2:5][N:6]1[C:14]2[C:13](=[O:15])[N:12]([CH3:16])[C:11](=[O:17])[N:10]([CH3:18])[C:9]=2[N:8]=[C:7]1[CH2:19][CH:20]([CH3:26])[C:21]([OH:23])=[O:22], predict the reactants needed to synthesize it. The reactants are: [Br:1][C:2]1[CH:3]=[C:4]([CH:27]=[CH:28][CH:29]=1)[CH2:5][N:6]1[C:14]2[C:13](=[O:15])[N:12]([CH3:16])[C:11](=[O:17])[N:10]([CH3:18])[C:9]=2[N:8]=[C:7]1[CH2:19][CH:20]([CH3:26])[C:21]([O:23]CC)=[O:22].[OH-].[K+].